Dataset: Catalyst prediction with 721,799 reactions and 888 catalyst types from USPTO. Task: Predict which catalyst facilitates the given reaction. Reactant: [Cl:1]Cl.[CH:3]1([C:6]2[NH:7][C:8]([CH:13]([O:17][CH2:18][CH3:19])[O:14][CH2:15][CH3:16])=[CH:9][C:10](=[O:12])[N:11]=2)[CH2:5][CH2:4]1.C([O-])(=O)C.[Na+]. Product: [Cl:1][C:9]1[C:10](=[O:12])[N:11]=[C:6]([CH:3]2[CH2:4][CH2:5]2)[NH:7][C:8]=1[CH:13]([O:14][CH2:15][CH3:16])[O:17][CH2:18][CH3:19]. The catalyst class is: 15.